Predict the reactants needed to synthesize the given product. From a dataset of Full USPTO retrosynthesis dataset with 1.9M reactions from patents (1976-2016). (1) Given the product [CH3:12][C:8]([C:3]1[CH:4]=[CH:5][CH:6]=[CH:7][C:2]=1[C:33]#[C:32][Si:34]([CH2:39][CH3:40])([CH2:37][CH3:38])[CH2:35][CH3:36])([CH3:13])[C:9]([NH2:11])=[O:10], predict the reactants needed to synthesize it. The reactants are: Br[C:2]1[CH:7]=[CH:6][CH:5]=[CH:4][C:3]=1[C:8]([CH3:13])([CH3:12])[C:9]([NH2:11])=[O:10].F[B-](F)(F)F.C([PH+](C(C)(C)C)C(C)(C)C)(C)(C)C.[CH2:32]([Si:34]([C:39]#[CH:40])([CH2:37][CH3:38])[CH2:35][CH3:36])[CH3:33]. (2) Given the product [C:16]([CH:15]([O:14][C:11](=[O:12])[CH2:10][C:3]1[C:2]([CH3:1])=[CH:7][C:6]([CH3:8])=[CH:5][C:4]=1[CH3:9])[CH:18]1[CH2:19][CH2:20][N:21]([O:24][CH3:25])[CH2:22][CH2:23]1)#[N:17], predict the reactants needed to synthesize it. The reactants are: [CH3:1][C:2]1[CH:7]=[C:6]([CH3:8])[CH:5]=[C:4]([CH3:9])[C:3]=1[CH2:10][C:11](Cl)=[O:12].[OH:14][CH:15]([CH:18]1[CH2:23][CH2:22][N:21]([O:24][CH3:25])[CH2:20][CH2:19]1)[C:16]#[N:17].CCN(CC)CC. (3) Given the product [CH:7]1([CH2:13][C@H:14]([NH:20][C:21](=[O:27])[O:22][C:23]([CH3:25])([CH3:24])[CH3:26])[CH2:15][N:17]([CH3:18])[CH3:19])[CH2:8][CH2:9][CH2:10][CH2:11][CH2:12]1, predict the reactants needed to synthesize it. The reactants are: [H-].[H-].[H-].[H-].[Li+].[Al+3].[CH:7]1([CH2:13][C@H:14]([NH:20][C:21](=[O:27])[O:22][C:23]([CH3:26])([CH3:25])[CH3:24])[C:15]([N:17]([CH3:19])[CH3:18])=O)[CH2:12][CH2:11][CH2:10][CH2:9][CH2:8]1.O.[OH-].[Na+].